Predict the reactants needed to synthesize the given product. From a dataset of Full USPTO retrosynthesis dataset with 1.9M reactions from patents (1976-2016). (1) Given the product [NH2:7][C:6]1[C:5]2[C:4](=[CH:11][C:10]([CH2:12][N:13]3[CH2:18][CH2:17][CH:16]([CH2:19][C:20]4[NH:24][C:23]5[CH:25]=[C:26]([Cl:29])[CH:27]=[CH:28][C:22]=5[N:21]=4)[CH2:15][C:14]3=[O:30])=[CH:9][CH:8]=2)[N:3]=[C:31]([CH3:32])[N:33]=1, predict the reactants needed to synthesize it. The reactants are: Cl.Cl.[NH2:3][C:4]1[CH:11]=[C:10]([CH2:12][N:13]2[CH2:18][CH2:17][CH:16]([CH2:19][C:20]3[NH:24][C:23]4[CH:25]=[C:26]([Cl:29])[CH:27]=[CH:28][C:22]=4[N:21]=3)[CH2:15][C:14]2=[O:30])[CH:9]=[CH:8][C:5]=1[C:6]#[N:7].[C:31](#[N:33])[CH3:32]. (2) The reactants are: C1C=CC(P(C2C=CC=CC=2)C2C=CC=CC=2)=CC=1.N(C(OC(C)C)=O)=NC(OC(C)C)=O.[S:34]1[C:42]2[CH2:41][CH2:40][N:39]([CH2:43][CH2:44][OH:45])[CH2:38][C:37]=2[CH:36]=[CH:35]1.[CH2:46]([O:48][C:49](=[O:71])[CH2:50][N:51]([CH2:63][C:64]1[CH:69]=[CH:68][C:67](O)=[CH:66][CH:65]=1)[C:52]([O:54][C:55]1[CH:60]=[CH:59][C:58]([O:61][CH3:62])=[CH:57][CH:56]=1)=[O:53])[CH3:47]. Given the product [CH2:46]([O:48][C:49](=[O:71])[CH2:50][N:51]([CH2:63][C:64]1[CH:65]=[CH:66][C:67]([O:45][CH2:44][CH2:43][N:39]2[CH2:40][CH2:41][C:42]3[S:34][CH:35]=[CH:36][C:37]=3[CH2:38]2)=[CH:68][CH:69]=1)[C:52]([O:54][C:55]1[CH:60]=[CH:59][C:58]([O:61][CH3:62])=[CH:57][CH:56]=1)=[O:53])[CH3:47], predict the reactants needed to synthesize it. (3) Given the product [OH:8][CH2:9][C:10]1[N:14]([CH3:15])[C:13]2[CH:16]=[C:17]([O:24][CH3:25])[C:18]([O:22][CH3:23])=[C:19]([O:20][CH3:21])[C:12]=2[N:11]=1, predict the reactants needed to synthesize it. The reactants are: [Si]([O:8][CH2:9][C:10]1[N:14]([CH3:15])[C:13]2[CH:16]=[C:17]([O:24][CH3:25])[C:18]([O:22][CH3:23])=[C:19]([O:20][CH3:21])[C:12]=2[N:11]=1)(C(C)(C)C)(C)C.[Si](OCC1N(C)C2C(OC)=C(OC)C(OC)=CC=2N=1)(C(C)(C)C)(C)C.C(=O)([O-])[O-].[K+].[K+]. (4) Given the product [C:6]([Si:10]([O:29][CH2:28][C:27]#[C:26][CH2:25][Cl:24])([C:17]1[CH:22]=[CH:21][CH:20]=[CH:19][CH:18]=1)[C:11]1[CH:16]=[CH:15][CH:14]=[CH:13][CH:12]=1)([CH3:9])([CH3:8])[CH3:7], predict the reactants needed to synthesize it. The reactants are: N1C=CN=C1.[C:6]([Si:10](Cl)([C:17]1[CH:22]=[CH:21][CH:20]=[CH:19][CH:18]=1)[C:11]1[CH:16]=[CH:15][CH:14]=[CH:13][CH:12]=1)([CH3:9])([CH3:8])[CH3:7].[Cl:24][CH2:25][C:26]#[C:27][CH2:28][OH:29]. (5) Given the product [CH3:45][S:46]([O:19][CH2:18][CH2:17][CH2:16][C:2]1[CH:7]=[CH:6][CH:5]=[C:4]([O:8][CH3:9])[N:3]=1)(=[O:48])=[O:47], predict the reactants needed to synthesize it. The reactants are: Br[C:2]1[CH:7]=[CH:6][CH:5]=[C:4]([O:8][CH3:9])[N:3]=1.C([Li])CCC.Br[CH2:16][CH2:17][CH2:18][O:19][Si](C(C)(C)C)(C)C.[F-].C([N+](CCCC)(CCCC)CCCC)CCC.[CH3:45][S:46](Cl)(=[O:48])=[O:47]. (6) Given the product [CH3:25][O:26][C:27]1[CH:32]=[C:31]([N:33]2[CH2:34][CH2:35][N:36]([CH3:39])[CH2:37][CH2:38]2)[CH:30]=[CH:29][C:28]=1[NH:40][C:2]1[N:24]=[C:5]2[C:6]([NH:10][CH2:11][C:12]3[C:13]([N:18]([CH3:23])[S:19]([CH3:22])(=[O:21])=[O:20])=[N:14][CH:15]=[CH:16][CH:17]=3)=[CH:7][CH:8]=[CH:9][N:4]2[N:3]=1, predict the reactants needed to synthesize it. The reactants are: Cl[C:2]1[N:24]=[C:5]2[C:6]([NH:10][CH2:11][C:12]3[C:13]([N:18]([CH3:23])[S:19]([CH3:22])(=[O:21])=[O:20])=[N:14][CH:15]=[CH:16][CH:17]=3)=[CH:7][CH:8]=[CH:9][N:4]2[N:3]=1.[CH3:25][O:26][C:27]1[CH:32]=[C:31]([N:33]2[CH2:38][CH2:37][N:36]([CH3:39])[CH2:35][CH2:34]2)[CH:30]=[CH:29][C:28]=1[NH2:40].C1(P(C2CCCCC2)C2C=CC=CC=2C2C=CC=CC=2P(C2CCCCC2)C2CCCCC2)CCCCC1.